From a dataset of Catalyst prediction with 721,799 reactions and 888 catalyst types from USPTO. Predict which catalyst facilitates the given reaction. Reactant: C(Cl)(=O)C(Cl)=O.CS(C)=O.[Cl:11][C:12]1[CH:29]=[CH:28][CH:27]=[C:26]([Cl:30])[C:13]=1[CH2:14][CH:15]1[CH2:19][CH2:18][N:17]([C:20]([CH3:24])([CH3:23])[CH2:21][OH:22])[C:16]1=[O:25].C(N(CC)CC)C. Product: [Cl:11][C:12]1[CH:29]=[CH:28][CH:27]=[C:26]([Cl:30])[C:13]=1[CH2:14][CH:15]1[CH2:19][CH2:18][N:17]([C:20]([CH3:24])([CH3:23])[CH:21]=[O:22])[C:16]1=[O:25]. The catalyst class is: 4.